This data is from Forward reaction prediction with 1.9M reactions from USPTO patents (1976-2016). The task is: Predict the product of the given reaction. (1) Given the reactants [OH:1][C:2]1[CH:7]=[CH:6][C:5]([C:8]2[CH:9]=[N:10][CH:11]=[C:12]([C:15]=2[NH:16][C:17]2[CH:25]=[CH:24][CH:23]=[C:22]3[C:18]=2[CH:19]=[CH:20][NH:21]3)[C:13]#[N:14])=[CH:4][CH:3]=1.[CH2:26]([C@H:33]([NH:36]C(=O)OC(C)(C)C)[CH2:34]O)[C:27]1[CH:32]=[CH:31][CH:30]=[CH:29][CH:28]=1.C1C=CC(P(C2C=CC=CC=2)C2C=CC=CC=2)=CC=1.N(C(OCC)=O)=NC(OCC)=O.Cl, predict the reaction product. The product is: [NH2:36][C@@H:33]([CH2:26][C:27]1[CH:32]=[CH:31][CH:30]=[CH:29][CH:28]=1)[CH2:34][O:1][C:2]1[CH:3]=[CH:4][C:5]([C:8]2[CH:9]=[N:10][CH:11]=[C:12]([C:15]=2[NH:16][C:17]2[CH:25]=[CH:24][CH:23]=[C:22]3[C:18]=2[CH:19]=[CH:20][NH:21]3)[C:13]#[N:14])=[CH:6][CH:7]=1. (2) Given the reactants C(C1[N:10]=[C:9]2[N:11]([CH2:14][C:15]3[C:19]([CH3:20])=[N:18][O:17][N:16]=3)[N:12]=[CH:13][C:8]2=[C:7](N2CC[C@H](OCC3C(C)=NON=3)C2)[N:6]=1)(C)(C)C.C(OC=C(C#N)C#N)C, predict the reaction product. The product is: [NH2:10][C:9]1[N:11]([CH2:14][C:15]2[C:19]([CH3:20])=[N:18][O:17][N:16]=2)[N:12]=[CH:13][C:8]=1[C:7]#[N:6]. (3) The product is: [NH2:22][C@H:23]([CH2:26][CH3:27])[CH2:24][N:12]1[CH:13]=[CH:14][C:10]([C:8]2[CH:7]=[CH:6][C:3]([C:4]#[N:5])=[C:2]([Cl:1])[CH:9]=2)=[N:11]1. Given the reactants [Cl:1][C:2]1[CH:9]=[C:8]([C:10]2[CH:14]=[CH:13][NH:12][N:11]=2)[CH:7]=[CH:6][C:3]=1[C:4]#[N:5].C([NH:22][C@H:23]([CH2:26][CH3:27])[CH2:24]O)(OC(C)(C)C)=O.C1(P(C2C=CC=CC=2)C2C=CC=CC=2)C=CC=CC=1.CC(OC(/N=N/C(OC(C)C)=O)=O)C, predict the reaction product. (4) The product is: [F:1][C:2]([CH3:27])([CH3:28])[CH2:3][N:4]1[CH2:5][CH2:6][CH:7]([CH2:10][O:11][C:12]2[CH:17]=[CH:16][C:15]([C:18]3[N:19]=[CH:20][C:21]([C:24]([N:29]4[CH2:33][CH2:32][CH2:31][C@H:30]4[C:34]([NH2:36])=[O:35])=[O:26])=[N:22][CH:23]=3)=[CH:14][CH:13]=2)[CH2:8][CH2:9]1. Given the reactants [F:1][C:2]([CH3:28])([CH3:27])[CH2:3][N:4]1[CH2:9][CH2:8][CH:7]([CH2:10][O:11][C:12]2[CH:17]=[CH:16][C:15]([C:18]3[N:19]=[CH:20][C:21]([C:24]([OH:26])=O)=[N:22][CH:23]=3)=[CH:14][CH:13]=2)[CH2:6][CH2:5]1.[NH:29]1[CH2:33][CH2:32][CH2:31][C@H:30]1[C:34]([NH2:36])=[O:35].C(Cl)CCl.C1C=CC2N(O)N=NC=2C=1.CCN(C(C)C)C(C)C, predict the reaction product.